The task is: Regression. Given a peptide amino acid sequence and an MHC pseudo amino acid sequence, predict their binding affinity value. This is MHC class I binding data.. This data is from Peptide-MHC class I binding affinity with 185,985 pairs from IEDB/IMGT. (1) The peptide sequence is NALLKHRFEII. The MHC is HLA-A02:03 with pseudo-sequence HLA-A02:03. The binding affinity (normalized) is 0.231. (2) The peptide sequence is TTYLALMATF. The MHC is HLA-A26:01 with pseudo-sequence HLA-A26:01. The binding affinity (normalized) is 0.337. (3) The peptide sequence is TTAQGTSMYP. The MHC is HLA-A31:01 with pseudo-sequence HLA-A31:01. The binding affinity (normalized) is 0.0616.